From a dataset of NCI-60 drug combinations with 297,098 pairs across 59 cell lines. Regression. Given two drug SMILES strings and cell line genomic features, predict the synergy score measuring deviation from expected non-interaction effect. Drug 1: C1=C(C(=O)NC(=O)N1)N(CCCl)CCCl. Drug 2: C1CC(C1)(C(=O)O)C(=O)O.[NH2-].[NH2-].[Pt+2]. Cell line: HCT-15. Synergy scores: CSS=41.6, Synergy_ZIP=-5.26, Synergy_Bliss=0.878, Synergy_Loewe=-2.62, Synergy_HSA=0.955.